Dataset: Experimentally validated miRNA-target interactions with 360,000+ pairs, plus equal number of negative samples. Task: Binary Classification. Given a miRNA mature sequence and a target amino acid sequence, predict their likelihood of interaction. (1) The miRNA is hsa-miR-4763-5p with sequence CGCCUGCCCAGCCCUCCUGCU. The protein sequence of the target gene is MSSEDREAQEDELLALASIYDGDEFRKAESVQGGETRIYLDLPQNFKIFVSGNSNECLQNSGFEYTICFLPPLVLNFELPPDYPSSSPPSFTLSGKWLSPTQLSALCKHLDNLWEEHRGSVVLFAWMQFLKEETLAYLNIVSPFELKIGSQKKVQRRTAQASPNTELDFGGAAGSDVDQEEIVDERAVQDVESLSNLIQEILDFDQAQQIKCFNSKLFLCSICFCEKLGSECMYFLECRHVYCKACLKDYFEIQIRDGQVQCLNCPEPKCPSVATPGQVKELVEAELFARYDRLLLQSSL.... Result: 1 (interaction). (2) The miRNA is hsa-miR-6083 with sequence CUUAUAUCAGAGGCUGUGGG. The protein sequence of the target gene is MIMFPLFGKISLGILIFVLIEGDFPSLTAQTYLSIEEIQEPKSAVSFLLPEESTDLSLATKKKQPLDRRETERQWLIRRRRSILFPNGVKICPDESVAEAVANHVKYFKVRVCQEAVWEAFRTFWDRLPGREEYHYWMNLCEDGVTSIFEMGTNFSESVEHRSLIMKKLTYAKETVSSSELSSPVPVGDTSTLGDTTLSVPHPEVDAYEGASESSLERPEESISNEIENVIEEATKPAGEQIAEFSIHLLGKQYREELQDSSSFHHQHLEEEFISEVENAFTGLPGYKEIRVLEFRSPKE.... Result: 1 (interaction). (3) The miRNA is hsa-miR-6893-5p with sequence CAGGCAGGUGUAGGGUGGAGC. The protein sequence of the target gene is MVIAGASWMLGRAAASPTQTPPTTSTIRVARRSRVALVAMVIAAAGSGGPGRAEPQLSQPSLDCGRMRSSLTPLGPPVSRDRVIASFPKWYTPEACLQLREHFHGQVSAACQRRNTGTVGLKLSKVVVVGDLYVGKTSLIHRFCKNVFDRDYKATIGVDFEIERFEIAGIPYSLQIWDTAGQEKFKCIASAYYRGAQVIITAFDLTDVQTLEHTRQWLEDALRENEAGSCFIFLVGTKKDLLSGAACEQAEADAVHLAREMQAEYWSVSAKTGENVKAFFSRVAALAFEQSVLQDLERQS.... Result: 1 (interaction).